From a dataset of Catalyst prediction with 721,799 reactions and 888 catalyst types from USPTO. Predict which catalyst facilitates the given reaction. Reactant: C(OC([N:8]1[C:16]2[C:11](=[CH:12][C:13]([CH2:17][CH2:18][CH2:19][CH2:20][CH2:21][N:22]([CH2:24][CH:25]=[CH2:26])[CH3:23])=[CH:14][CH:15]=2)[CH2:10][CH2:9]1)=O)(C)(C)C.C(O)(C(F)(F)F)=O. Product: [CH2:24]([N:22]([CH2:21][CH2:20][CH2:19][CH2:18][CH2:17][C:13]1[CH:12]=[C:11]2[C:16](=[CH:15][CH:14]=1)[NH:8][CH2:9][CH2:10]2)[CH3:23])[CH:25]=[CH2:26]. The catalyst class is: 2.